From a dataset of Reaction yield outcomes from USPTO patents with 853,638 reactions. Predict the reaction yield, written as a fraction of the theoretical maximum amount of product (1.0 means a 100% yield; for example, 0.34 means a 34% yield). (1) The reactants are [Cl:1][C:2]1[N:7]=[CH:6][C:5]([CH2:8][N:9]([CH2:17][CH2:18][CH2:19][OH:20])[C:10](=[O:16])[O:11][C:12]([CH3:15])([CH3:14])[CH3:13])=[CH:4][CH:3]=1.CC(OI1(OC(C)=O)(OC(C)=O)OC(=O)C2C=CC=CC1=2)=O. The catalyst is ClCCl. The product is [Cl:1][C:2]1[N:7]=[CH:6][C:5]([CH2:8][N:9]([CH2:17][CH2:18][CH:19]=[O:20])[C:10](=[O:16])[O:11][C:12]([CH3:13])([CH3:14])[CH3:15])=[CH:4][CH:3]=1. The yield is 0.920. (2) The reactants are C(Cl)(=O)C([Cl:4])=O.[Na].[CH2:8]([O:15][C:16]1[CH:21]=[CH:20][C:19]([S:22]([OH:25])(=O)=[O:23])=[CH:18][CH:17]=1)[C:9]1[CH:14]=[CH:13][CH:12]=[CH:11][CH:10]=1. The catalyst is ClCCl.CN(C)C=O. The product is [CH2:8]([O:15][C:16]1[CH:21]=[CH:20][C:19]([S:22]([Cl:4])(=[O:25])=[O:23])=[CH:18][CH:17]=1)[C:9]1[CH:14]=[CH:13][CH:12]=[CH:11][CH:10]=1. The yield is 0.890.